This data is from Catalyst prediction with 721,799 reactions and 888 catalyst types from USPTO. The task is: Predict which catalyst facilitates the given reaction. (1) Reactant: Cl.Cl.[NH2:3][CH2:4][CH2:5][C:6]1[CH:44]=[CH:43][C:9]([O:10][CH2:11][CH2:12][C:13]2[CH:14]=[CH:15][C:16]([O:35][CH2:36][C:37]3[CH:42]=[CH:41][CH:40]=[CH:39][CH:38]=3)=[C:17]([C@@H:19]([C:29]3[CH:34]=[CH:33][CH:32]=[CH:31][CH:30]=3)[CH2:20][CH2:21][N:22]([CH:26]([CH3:28])[CH3:27])[CH:23]([CH3:25])[CH3:24])[CH:18]=2)=[CH:8][CH:7]=1.[CH2:45]([O:52][C:53]1[CH:54]=[CH:55][C:56]([C@@H:64]([O:67][Si:68]([C:71]([CH3:74])([CH3:73])[CH3:72])([CH3:70])[CH3:69])[CH2:65]Br)=[C:57]2[C:62]=1[NH:61][C:60](=[O:63])[CH:59]=[CH:58]2)[C:46]1[CH:51]=[CH:50][CH:49]=[CH:48][CH:47]=1.[I-].[K+].C(=O)([O-])O.[Na+].C(#N)CC. Product: [NH3:3].[CH2:45]([O:52][C:53]1[CH:54]=[CH:55][C:56]([C@@H:64]([O:67][Si:68]([C:71]([CH3:72])([CH3:74])[CH3:73])([CH3:70])[CH3:69])[CH2:65][NH:3][CH2:4][CH2:5][C:6]2[CH:44]=[CH:43][C:9]([O:10][CH2:11][CH2:12][C:13]3[CH:14]=[CH:15][C:16]([O:35][CH2:36][C:37]4[CH:38]=[CH:39][CH:40]=[CH:41][CH:42]=4)=[C:17]([C@@H:19]([C:29]4[CH:30]=[CH:31][CH:32]=[CH:33][CH:34]=4)[CH2:20][CH2:21][N:22]([CH:26]([CH3:28])[CH3:27])[CH:23]([CH3:25])[CH3:24])[CH:18]=3)=[CH:8][CH:7]=2)=[C:57]2[C:62]=1[NH:61][C:60](=[O:63])[CH:59]=[CH:58]2)[C:46]1[CH:47]=[CH:48][CH:49]=[CH:50][CH:51]=1. The catalyst class is: 84. (2) Reactant: [F:1][C:2]1[CH:3]=[C:4]([C:8](=[O:32])[CH2:9][C:10](=[O:31])[CH:11]=[C:12]2[CH2:17][CH2:16][N:15]([C:18](=[O:30])[C:19]3[CH:24]=[CH:23][C:22]([O:25][CH:26]([CH3:28])[CH3:27])=[C:21]([CH3:29])[CH:20]=3)[CH2:14][CH2:13]2)[CH:5]=[N:6][CH:7]=1.C(O)(=O)C.C(OCC)(=O)C. Product: [F:1][C:2]1[CH:3]=[C:4]([C:8]2[O:32][C:12]3([CH2:13][CH2:14][N:15]([C:18](=[O:30])[C:19]4[CH:24]=[CH:23][C:22]([O:25][CH:26]([CH3:28])[CH3:27])=[C:21]([CH3:29])[CH:20]=4)[CH2:16][CH2:17]3)[CH2:11][C:10](=[O:31])[CH:9]=2)[CH:5]=[N:6][CH:7]=1. The catalyst class is: 6. (3) Reactant: [S:1]=[C:2]1[NH:7][C:6]2[NH:8][C:9](=[O:11])[CH2:10][C:5]=2[C:4](=[O:12])[N:3]1[C:13]1[CH:18]=[CH:17][C:16]([O:19][CH2:20][C:21]([F:24])([F:23])[F:22])=[CH:15][CH:14]=1.C(=O)([O-])O.[Na+].Br[CH2:31][C:32]#[N:33].C(#N)C. Product: [O:12]=[C:4]1[N:3]([C:13]2[CH:14]=[CH:15][C:16]([O:19][CH2:20][C:21]([F:24])([F:23])[F:22])=[CH:17][CH:18]=2)[C:2]([S:1][CH2:31][C:32]#[N:33])=[N:7][C:6]2[NH:8][C:9](=[O:11])[CH2:10][C:5]1=2. The catalyst class is: 13. (4) The catalyst class is: 3. Product: [Cl:8][C:4]1[CH:5]=[CH:6][CH:7]=[C:2]([Cl:1])[C:3]=1[CH2:9][S:10]([C:13]1[CH:14]=[C:15]2[C:19](=[CH:20][CH:21]=1)[NH:18][C:17](=[O:22])/[C:16]/2=[CH:23]\[C:24]1[NH:28][C:27]([CH3:29])=[C:26]([CH2:30][C:31](=[O:32])[N:64]2[CH2:65][CH2:66][CH2:67][C@@H:62]([CH2:61][N:56]3[CH2:57][CH2:58][CH2:59][CH2:60]3)[CH2:63]2)[C:25]=1[CH3:34])(=[O:12])=[O:11]. Reactant: [Cl:1][C:2]1[CH:7]=[CH:6][CH:5]=[C:4]([Cl:8])[C:3]=1[CH2:9][S:10]([C:13]1[CH:14]=[C:15]2[C:19](=[CH:20][CH:21]=1)[NH:18][C:17](=[O:22])/[C:16]/2=[CH:23]\[C:24]1[NH:28][C:27]([CH3:29])=[C:26]([CH2:30][C:31](O)=[O:32])[C:25]=1[CH3:34])(=[O:12])=[O:11].C1C=CC2N(O)N=NC=2C=1.CCN=C=NCCCN(C)C.[N:56]1([CH2:61][C@@H:62]2[CH2:67][CH2:66][CH2:65][NH:64][CH2:63]2)[CH2:60][CH2:59][CH2:58][CH2:57]1. (5) Reactant: [F:1][C:2]1[CH:29]=[CH:28][C:5]([CH2:6][N:7]2[C:11]3=[CH:12][N:13]=[C:14]([C:24]([O:26][CH3:27])=[O:25])[C:15](OS(C(F)(F)F)(=O)=O)=[C:10]3[CH:9]=[CH:8]2)=[CH:4][CH:3]=1.[CH2:30]([O:32]/[CH:33]=[CH:34]/[Sn](CCCC)(CCCC)CCCC)[CH3:31].C(N(CC)CC)C. Product: [CH2:33]([O:32]/[CH:30]=[CH:31]/[C:15]1[C:14]([C:24]([O:26][CH3:27])=[O:25])=[N:13][CH:12]=[C:11]2[N:7]([CH2:6][C:5]3[CH:28]=[CH:29][C:2]([F:1])=[CH:3][CH:4]=3)[CH:8]=[CH:9][C:10]=12)[CH3:34]. The catalyst class is: 233. (6) Reactant: [N+:1]([C:4]1[CH:59]=[CH:58][C:7]([CH2:8][O:9][C:10]([CH2:12][NH:13][C:14]([C:16]2[N:17]=[C:18]([N:21]3[CH2:24][CH:23]([S:25][C:26]4[C@H:27]([CH3:57])[C@@H:28]5[C@@H:45]([C@H:46]([O:48][Si](C(C)(C)C)(C)C)[CH3:47])[C:44](=[O:56])[N:29]5[C:30]=4[C:31]([O:33][CH2:34][C:35]4[CH:40]=[CH:39][C:38]([N+:41]([O-:43])=[O:42])=[CH:37][CH:36]=4)=[O:32])[CH2:22]3)[S:19][CH:20]=2)=[O:15])=[O:11])=[CH:6][CH:5]=1)([O-:3])=[O:2].C(O)(=O)C.[F-].C([N+](CCCC)(CCCC)CCCC)CCC.C(=O)([O-])O.[Na+]. Product: [N+:1]([C:4]1[CH:59]=[CH:58][C:7]([CH2:8][O:9][C:10]([CH2:12][NH:13][C:14]([C:16]2[N:17]=[C:18]([N:21]3[CH2:24][CH:23]([S:25][C:26]4[C@H:27]([CH3:57])[C@@H:28]5[C@@H:45]([C@H:46]([OH:48])[CH3:47])[C:44](=[O:56])[N:29]5[C:30]=4[C:31]([O:33][CH2:34][C:35]4[CH:40]=[CH:39][C:38]([N+:41]([O-:43])=[O:42])=[CH:37][CH:36]=4)=[O:32])[CH2:22]3)[S:19][CH:20]=2)=[O:15])=[O:11])=[CH:6][CH:5]=1)([O-:3])=[O:2]. The catalyst class is: 54. (7) Reactant: [C@H:1]12[N:8]([C:9]([O:11][CH2:12][C:13]3[CH:18]=[CH:17][CH:16]=[CH:15][CH:14]=3)=[O:10])[CH2:7][C@H:6]1[CH2:5][CH2:4][N:3](C(OC(C)(C)C)=O)[CH2:2]2.C(O)(C(F)(F)F)=O. Product: [C@H:1]12[N:8]([C:9]([O:11][CH2:12][C:13]3[CH:18]=[CH:17][CH:16]=[CH:15][CH:14]=3)=[O:10])[CH2:7][C@H:6]1[CH2:5][CH2:4][NH:3][CH2:2]2. The catalyst class is: 2. (8) Reactant: [F:1][C:2]1[CH:7]=[CH:6][CH:5]=[CH:4][C:3]=1[N:8]1[C:36](=[O:37])[C:11]2=[CH:12][N:13]([CH2:24][C:25]3[CH:30]=[CH:29][C:28]([N:31]4[CH:35]=[CH:34][CH:33]=[N:32]4)=[CH:27][CH:26]=3)[C:14]3[CH2:15][CH2:16][CH2:17][CH:18]([O:20]CC=C)[C:19]=3[C:10]2=[N:9]1.C1(C)C=CC(S(O)=O)=CC=1. Product: [F:1][C:2]1[CH:7]=[CH:6][CH:5]=[CH:4][C:3]=1[N:8]1[C:36](=[O:37])[C:11]2=[CH:12][N:13]([CH2:24][C:25]3[CH:30]=[CH:29][C:28]([N:31]4[CH:35]=[CH:34][CH:33]=[N:32]4)=[CH:27][CH:26]=3)[C:14]3[CH2:15][CH2:16][CH2:17][CH:18]([OH:20])[C:19]=3[C:10]2=[N:9]1. The catalyst class is: 668.